This data is from Reaction yield outcomes from USPTO patents with 853,638 reactions. The task is: Predict the reaction yield, written as a fraction of the theoretical maximum amount of product (1.0 means a 100% yield; for example, 0.34 means a 34% yield). (1) The catalyst is CN(C)C=O.C(OCC)(=O)C.O1CCCC1. The reactants are [CH3:1][C:2]1[C:7]([CH2:8][OH:9])=[CH:6][N:5]=[C:4]([CH3:10])[C:3]=1[OH:11].Cl.[H-].[Na+].[CH2:15](I)[CH3:16].C(=O)([O-])O.[Na+]. The product is [CH2:15]([O:11][C:3]1[C:2]([CH3:1])=[C:7]([CH2:8][OH:9])[CH:6]=[N:5][C:4]=1[CH3:10])[CH3:16]. The yield is 0.440. (2) The reactants are [CH3:1][Si:2]1([CH2:7][CH:8]([C:13]#[N:14])[CH2:9][C:10]([OH:12])=[O:11])[CH2:6][CH2:5][CH2:4][CH2:3]1. The catalyst is [OH-].[OH-].[Pd+2]. The product is [NH2:14][CH2:13][CH:8]([CH2:7][Si:2]1([CH3:1])[CH2:6][CH2:5][CH2:4][CH2:3]1)[CH2:9][C:10]([OH:12])=[O:11]. The yield is 0.480. (3) The reactants are C1(C2CCCCCCCC2)BCCCCCCC1.[CH2:19]([C:22]1[N:23]=[C:24]([C:28]2[CH:33]=[CH:32][CH:31]=[CH:30][CH:29]=2)[O:25][C:26]=1[CH3:27])[CH:20]=[CH2:21].[CH2:34]([O:36][C:37]([C:39]1([CH2:44][C:45]2[CH:46]=[N:47][C:48](Br)=[CH:49][CH:50]=2)[CH2:43][CH2:42][CH2:41][O:40]1)=[O:38])[CH3:35].C(=O)([O-])[O-].[Cs+].[Cs+].C1([As](C2C=CC=CC=2)C2C=CC=CC=2)C=CC=CC=1. The catalyst is O1CCCC1.CN(C)C=O.O.C1(P([C-]2C=CC=C2)C2C=CC=CC=2)C=CC=CC=1.[C-]1(P(C2C=CC=CC=2)C2C=CC=CC=2)C=CC=C1.[Fe+2].[Pd](Cl)Cl. The product is [CH2:34]([O:36][C:37]([C:39]1([CH2:44][C:45]2[CH:46]=[N:47][C:48]([CH2:21][CH2:20][CH2:19][C:22]3[N:23]=[C:24]([C:28]4[CH:33]=[CH:32][CH:31]=[CH:30][CH:29]=4)[O:25][C:26]=3[CH3:27])=[CH:49][CH:50]=2)[CH2:43][CH2:42][CH2:41][O:40]1)=[O:38])[CH3:35]. The yield is 0.570. (4) The reactants are [Cl:1][C:2]1[CH:7]=[CH:6][CH:5]=[CH:4][C:3]=1[N:8]1[C:12]([C:13]2[N:14]=[C:15]3[C:21]4[CH:22]=[CH:23][C:24]([C:26]([OH:28])=O)=[CH:25][C:20]=4[O:19][CH2:18][CH2:17][N:16]3[CH:29]=2)=[N:11][CH:10]=[N:9]1.[Cl-].[NH4+].C[N:33](C(ON1N=NC2C=CC=NC1=2)=[N+](C)C)C.F[P-](F)(F)(F)(F)F.C(N(C(C)C)CC)(C)C. The catalyst is CN(C=O)C. The product is [Cl:1][C:2]1[CH:7]=[CH:6][CH:5]=[CH:4][C:3]=1[N:8]1[C:12]([C:13]2[N:14]=[C:15]3[C:21]4[CH:22]=[CH:23][C:24]([C:26]([NH2:33])=[O:28])=[CH:25][C:20]=4[O:19][CH2:18][CH2:17][N:16]3[CH:29]=2)=[N:11][CH:10]=[N:9]1. The yield is 0.510. (5) The reactants are [CH3:1][C:2]1([CH3:21])[CH:6]([C:7]2[CH:12]=[CH:11][CH:10]=[CH:9][CH:8]=2)[C:5]2[C:13]([CH3:20])=[C:14]([NH2:19])[C:15]([CH3:18])=[C:16]([CH3:17])[C:4]=2[O:3]1.[F:22][C:23]1[CH:31]=[CH:30][C:26]([C:27](Cl)=[O:28])=[CH:25][CH:24]=1. The catalyst is C(OCC)(=O)C. The product is [F:22][C:23]1[CH:31]=[CH:30][C:26]([C:27]([NH:19][C:14]2[C:15]([CH3:18])=[C:16]([CH3:17])[C:4]3[O:3][C:2]([CH3:21])([CH3:1])[CH:6]([C:7]4[CH:8]=[CH:9][CH:10]=[CH:11][CH:12]=4)[C:5]=3[C:13]=2[CH3:20])=[O:28])=[CH:25][CH:24]=1. The yield is 0.920. (6) The reactants are [N:1]1[C:6]([C:7]2[N:12]=[C:11]([C:13]3[CH:18]=[CH:17][C:16](Br)=[CH:15][CH:14]=3)[CH:10]=[C:9]([C:20]3[CH:25]=[CH:24][CH:23]=[CH:22][CH:21]=3)[N:8]=2)=[CH:5][CH:4]=[CH:3][C:2]=1[C:26]1[N:31]=[C:30]([C:32]2[CH:37]=[CH:36][C:35](Br)=[CH:34][CH:33]=2)[CH:29]=[C:28]([C:39]2[CH:44]=[CH:43][CH:42]=[CH:41][CH:40]=2)[N:27]=1.[CH:45]1[C:54]2[C:49](=[CH:50][CH:51]=[CH:52][CH:53]=2)[CH:48]=[CH:47][C:46]=1B(O)O.P([O-])([O-])([O-])=O.[K+].[K+].[K+]. The catalyst is C([O-])(=O)C.[Pd+2].C([O-])(=O)C.C1(P(C2CCCCC2)C2C=CC=CC=2C2C(OC)=CC=CC=2OC)CCCCC1.C1(C)C=CC=CC=1. The product is [N:1]1[C:6]([C:7]2[N:12]=[C:11]([C:13]3[CH:18]=[CH:17][C:16]([C:46]4[CH:47]=[CH:48][C:49]5[C:54](=[CH:53][CH:52]=[CH:51][CH:50]=5)[CH:45]=4)=[CH:15][CH:14]=3)[CH:10]=[C:9]([C:20]3[CH:25]=[CH:24][CH:23]=[CH:22][CH:21]=3)[N:8]=2)=[CH:5][CH:4]=[CH:3][C:2]=1[C:26]1[N:31]=[C:30]([C:32]2[CH:37]=[CH:36][C:35]([C:47]3[CH:46]=[CH:45][C:54]4[C:49](=[CH:50][CH:51]=[CH:52][CH:53]=4)[CH:48]=3)=[CH:34][CH:33]=2)[CH:29]=[C:28]([C:39]2[CH:44]=[CH:43][CH:42]=[CH:41][CH:40]=2)[N:27]=1. The yield is 0.750. (7) The reactants are ClC1C=C(C=CC=1)C(OO)=[O:6].F[C:13]1[CH:14]=[CH:15][C:16]([O:22][CH2:23][C@H:24]2[CH2:26][O:25]2)=[C:17](C(=O)C)[CH:18]=1.[OH-].[Na+].[C:29]1([CH3:39])[CH:34]=[CH:33][C:32]([S:35](Cl)(=[O:37])=[O:36])=[CH:31][CH:30]=1.Cl. The catalyst is ClCCl.N1C=CC=CC=1. The product is [O:6]1[C:17]2[CH:18]=[CH:13][CH:14]=[CH:15][C:16]=2[O:22][CH2:23][C@@H:24]1[CH2:26][O:25][S:35]([C:32]1[CH:33]=[CH:34][C:29]([CH3:39])=[CH:30][CH:31]=1)(=[O:37])=[O:36]. The yield is 0.630. (8) The reactants are [Al+3].[Cl-].[Cl-].[Cl-].[CH3:5][O:6][C:7]1[CH:15]=[N:14][C:13](N2C=CC(C)=N2)=[C:12]2[C:8]=1[CH:9]=[CH:10][NH:11]2.Cl[C:23]([C:25]([O:27][CH3:28])=[O:26])=[O:24].[CH3:29][N+:30]([O-])=O. The catalyst is C(Cl)Cl. The product is [CH3:28][O:27][C:25](=[O:26])[C:23]([C:9]1[C:8]2[C:12](=[C:13]([C:29]3[NH:30][N:11]=[C:12]([CH3:13])[CH:8]=3)[N:14]=[CH:15][C:7]=2[O:6][CH3:5])[NH:11][CH:10]=1)=[O:24]. The yield is 0.750. (9) No catalyst specified. The product is [Br:13][CH2:14][CH2:15][CH2:16][CH2:17][CH2:18][CH2:19][O:4][CH2:3][C:2]([C:5]1[CH:10]=[CH:9][CH:8]=[C:7]([CH3:11])[CH:6]=1)([F:12])[F:1]. The reactants are [F:1][C:2]([F:12])([C:5]1[CH:10]=[CH:9][CH:8]=[C:7]([CH3:11])[CH:6]=1)[CH2:3][OH:4].[Br:13][CH2:14][CH2:15][CH2:16][CH2:17][CH2:18][CH2:19]OCC(F)(F)CCC1C=CC=CC=1. The yield is 1.00. (10) The reactants are Cl[CH2:2][C:3]1[CH:11]=[CH:10][C:6]2[O:7][CH2:8][O:9][C:5]=2[CH:4]=1.C(=O)([O-])[O-].[K+].[K+].[I-].[Na+].[C:20]([CH2:28][C:29]([O:31][CH2:32][CH3:33])=[O:30])(=[O:27])[C:21]1[CH:26]=[CH:25][CH:24]=[CH:23][CH:22]=1. The catalyst is CN(C)C=O. The product is [CH2:32]([O:31][C:29](=[O:30])[CH:28]([CH2:2][C:3]1[CH:11]=[CH:10][C:6]2[O:7][CH2:8][O:9][C:5]=2[CH:4]=1)[C:20](=[O:27])[C:21]1[CH:22]=[CH:23][CH:24]=[CH:25][CH:26]=1)[CH3:33]. The yield is 0.760.